This data is from Full USPTO retrosynthesis dataset with 1.9M reactions from patents (1976-2016). The task is: Predict the reactants needed to synthesize the given product. (1) Given the product [CH2:17]([O:16][C:4]1[C:3]([C:1]#[N:2])=[C:12]([C:13]#[N:14])[C:11]([O:25][CH2:22][CH2:34][CH2:32][CH3:33])=[C:10]2[C:5]=1[CH:6]=[CH:7][CH:8]=[N:9]2)[CH2:18][CH2:19][CH3:20], predict the reactants needed to synthesize it. The reactants are: [C:1]([C:3]1[C:4]([OH:16])=[C:5]2[C:10](=[C:11](O)[C:12]=1[C:13]#[N:14])[N:9]=[CH:8][CH:7]=[CH:6]2)#[N:2].[CH2:17](Br)[CH2:18][CH2:19][CH3:20].[C:22](=[O:25])([O-])[O-].[K+].[K+].C(O[CH2:32][CH3:33])(=O)C.[CH3:34]N(C=O)C. (2) Given the product [Si:15]([O:14][C@@H:10]1[CH2:11][CH2:12][CH2:13][NH:8][C@H:9]1[CH2:22][NH:23][C:24]1[CH:29]=[CH:28][C:27]([C:30]#[N:31])=[C:26]([Cl:32])[C:25]=1[CH3:33])([C:18]([CH3:21])([CH3:20])[CH3:19])([CH3:16])[CH3:17], predict the reactants needed to synthesize it. The reactants are: C(OC([N:8]1[CH2:13][CH2:12][CH2:11][C@@H:10]([O:14][Si:15]([C:18]([CH3:21])([CH3:20])[CH3:19])([CH3:17])[CH3:16])[C@H:9]1[CH2:22][NH:23][C:24]1[CH:29]=[CH:28][C:27]([C:30]#[N:31])=[C:26]([Cl:32])[C:25]=1[CH3:33])=O)(C)(C)C. (3) Given the product [C:1]([C:3]1[CH:8]=[CH:7][C:6]([C:48]2[C:47]([O:50][CH2:51][CH3:52])=[CH:46][C:24]([CH2:25][N:26]3[CH2:27][C:28]4([CH2:33][C:32]([N:34]5[CH2:39][CH2:38][C:37]([CH3:45])([C:40]([OH:42])=[O:41])[CH2:36][CH2:35]5)=[N:31][O:30]4)[CH2:29]3)=[CH:23][C:22]=2[CH:19]2[CH2:20][CH2:21]2)=[C:5]([F:12])[CH:4]=1)#[N:2], predict the reactants needed to synthesize it. The reactants are: [C:1]([C:3]1[CH:8]=[CH:7][C:6](B(O)O)=[C:5]([F:12])[CH:4]=1)#[N:2].C(=O)([O-])[O-].[K+].[K+].[CH:19]1([C:22]2[CH:23]=[C:24]([CH:46]=[C:47]([O:50][CH2:51][CH3:52])[C:48]=2I)[CH2:25][N:26]2[CH2:29][C:28]3([CH2:33][C:32]([N:34]4[CH2:39][CH2:38][C:37]([CH3:45])([C:40]([O:42]CC)=[O:41])[CH2:36][CH2:35]4)=[N:31][O:30]3)[CH2:27]2)[CH2:21][CH2:20]1.C(=O)([O-])O.[Na+]. (4) The reactants are: Cl.[CH3:2][C:3]1[C:11]2[C:6](=[CH:7][CH:8]=[CH:9][CH:10]=2)[NH:5][C:4]=1[C:12]1[CH:13]=[N:14][CH:15]=[CH:16][CH:17]=1.Br[CH2:19][C:20]1[CH:27]=[CH:26][C:23]([C:24]#[N:25])=[CH:22][CH:21]=1. Given the product [CH3:2][C:3]1[C:11]2[C:6](=[CH:7][CH:8]=[CH:9][CH:10]=2)[N:5]([CH2:19][C:20]2[CH:27]=[CH:26][C:23]([C:24]#[N:25])=[CH:22][CH:21]=2)[C:4]=1[C:12]1[CH:13]=[N:14][CH:15]=[CH:16][CH:17]=1, predict the reactants needed to synthesize it. (5) Given the product [F:17][C:18]1[CH:19]=[C:20]([CH2:24][CH2:25][N:26]2[C:10](=[O:12])[C:9]3[CH2:13][CH2:14][CH2:15][CH2:16][C:8]=3[N:7]=[C:6]2[C:2]2[S:1][CH:5]=[CH:4][CH:3]=2)[CH:21]=[CH:22][CH:23]=1, predict the reactants needed to synthesize it. The reactants are: [S:1]1[CH:5]=[CH:4][CH:3]=[C:2]1[C:6]1O[C:10](=[O:12])[C:9]2[CH2:13][CH2:14][CH2:15][CH2:16][C:8]=2[N:7]=1.[F:17][C:18]1[CH:19]=[C:20]([CH2:24][CH2:25][NH2:26])[CH:21]=[CH:22][CH:23]=1. (6) Given the product [CH2:15]([O:14][C:12]([CH:50]1[N:49]=[C:43]([CH:44]([CH3:46])[CH3:45])[C:38]2[CH:39]=[CH:40][CH:41]=[CH:42][C:37]=2[N:36]([NH2:32])[C:51]1=[O:52])=[O:13])[C:16]1[CH:17]=[CH:18][CH:19]=[CH:20][CH:21]=1, predict the reactants needed to synthesize it. The reactants are: N1(C(C(O)=O)N[C:12]([O:14][CH2:15][C:16]2[CH:21]=[CH:20][CH:19]=[CH:18][CH:17]=2)=[O:13])C2C=CC=CC=2N=N1.C(Cl)(=O)C(Cl)=O.C[N:32](C=O)C.[NH2:36][C:37]1[CH:42]=[CH:41][CH:40]=[CH:39][C:38]=1[C:43](=O)[CH:44]([CH3:46])[CH3:45].C[N:49]1CC[O:52][CH2:51][CH2:50]1.C([O-])(=O)C.[NH4+]. (7) The reactants are: [F:1][C:2]1([F:17])[CH2:7][CH2:6][CH2:5][C@@H:4]([NH:8][C:9](=[O:15])[O:10][C:11]([CH3:14])([CH3:13])[CH3:12])[C@@H:3]1O.N1C=CC=CC=1.O(S(C(F)(F)F)(=O)=O)S([C:28]([F:31])(F)[F:29])(=O)=O.[N-:39]=[N+:40]=[N-:41].[Na+]. Given the product [N:39]([C@H:3]1[C:2]([F:17])([F:1])[CH2:7][CH2:6][CH2:5][C@H:4]1[NH:8][C:9](=[O:15])[O:10][C:11]([CH3:14])([CH3:13])[CH3:12])=[N+:40]=[N-:41].[N:39]([C@@H:3]1[C@@H:4]([NH:8][C:9](=[O:15])[O:10][C:11]([CH3:14])([CH3:13])[CH3:12])[C:28]([F:31])([F:29])[CH2:6][CH2:7][CH2:2]1)=[N+:40]=[N-:41], predict the reactants needed to synthesize it. (8) Given the product [F:16][C:17]1[CH:22]=[C:21]([N+:23]([O-:25])=[O:24])[CH:20]=[CH:19][C:18]=1[O:26][C:2]1[C:11]2[C:6](=[CH:7][C:8]([O:14][CH3:15])=[C:9]([O:12][CH3:13])[CH:10]=2)[N:5]=[CH:4][CH:3]=1, predict the reactants needed to synthesize it. The reactants are: Cl[C:2]1[C:11]2[C:6](=[CH:7][C:8]([O:14][CH3:15])=[C:9]([O:12][CH3:13])[CH:10]=2)[N:5]=[CH:4][CH:3]=1.[F:16][C:17]1[CH:22]=[C:21]([N+:23]([O-:25])=[O:24])[CH:20]=[CH:19][C:18]=1[OH:26].